Dataset: NCI-60 drug combinations with 297,098 pairs across 59 cell lines. Task: Regression. Given two drug SMILES strings and cell line genomic features, predict the synergy score measuring deviation from expected non-interaction effect. (1) Drug 1: C1=CN(C(=O)N=C1N)C2C(C(C(O2)CO)O)O.Cl. Synergy scores: CSS=39.5, Synergy_ZIP=3.01, Synergy_Bliss=-1.28, Synergy_Loewe=-41.0, Synergy_HSA=-4.24. Cell line: NCI/ADR-RES. Drug 2: CCC(=C(C1=CC=CC=C1)C2=CC=C(C=C2)OCCN(C)C)C3=CC=CC=C3.C(C(=O)O)C(CC(=O)O)(C(=O)O)O. (2) Drug 1: C1CCC(CC1)NC(=O)N(CCCl)N=O. Drug 2: C1CN(P(=O)(OC1)NCCCl)CCCl. Cell line: SF-539. Synergy scores: CSS=20.7, Synergy_ZIP=-1.63, Synergy_Bliss=3.26, Synergy_Loewe=-18.6, Synergy_HSA=2.35. (3) Drug 1: COC1=C2C(=CC3=C1OC=C3)C=CC(=O)O2. Drug 2: CC1C(C(CC(O1)OC2CC(CC3=C2C(=C4C(=C3O)C(=O)C5=C(C4=O)C(=CC=C5)OC)O)(C(=O)CO)O)N)O.Cl. Cell line: ACHN. Synergy scores: CSS=43.3, Synergy_ZIP=-3.98, Synergy_Bliss=-6.14, Synergy_Loewe=-7.77, Synergy_HSA=-3.45.